Task: Predict the product of the given reaction.. Dataset: Forward reaction prediction with 1.9M reactions from USPTO patents (1976-2016) (1) Given the reactants C(NC(C)C)(C)C.C([Li])CCC.[CH2:13]([SnH:17]([CH2:22][CH2:23][CH2:24][CH3:25])[CH2:18][CH2:19][CH2:20][CH3:21])[CH2:14][CH2:15][CH3:16].[CH2:26]([Sn:30]([CH2:39][CH2:40][CH2:41][CH3:42])([CH2:35][CH2:36][CH2:37][CH3:38])[CH2:31][O:32][CH2:33]Cl)[CH2:27][CH2:28][CH3:29], predict the reaction product. The product is: [CH2:22]([Sn:17]([CH2:13][CH2:14][CH2:15][CH3:16])([CH2:18][CH2:19][CH2:20][CH3:21])[CH2:33][O:32][CH2:31][Sn:30]([CH2:26][CH2:27][CH2:28][CH3:29])([CH2:39][CH2:40][CH2:41][CH3:42])[CH2:35][CH2:36][CH2:37][CH3:38])[CH2:23][CH2:24][CH3:25]. (2) Given the reactants [CH2:1]([O:3][C:4](=[O:14])[C@H:5]([CH:7]([C:11]([OH:13])=O)[C:8]([OH:10])=O)[CH3:6])[CH3:2].[NH2:15][C:16]([NH2:18])=[O:17], predict the reaction product. The product is: [O:17]=[C:16]1[NH:18][C:8](=[O:10])[CH:7]([C@H:5]([CH3:6])[C:4]([O:3][CH2:1][CH3:2])=[O:14])[C:11](=[O:13])[NH:15]1.